Task: Predict the product of the given reaction.. Dataset: Forward reaction prediction with 1.9M reactions from USPTO patents (1976-2016) Given the reactants Cl.[CH3:2][CH:3]([CH2:7][CH2:8][N:9]1[CH2:13][CH2:12][CH2:11][CH2:10]1)[C:4]([OH:6])=O.C(Cl)(=O)C(Cl)=O.C(OC([N:27]1[C:31]([NH2:32])=[C:30]([F:33])[C:29]([C:34]2[CH:35]=[N:36][C:37]([CH3:40])=[CH:38][CH:39]=2)=[N:28]1)=O)(C)(C)C.Cl, predict the reaction product. The product is: [F:33][C:30]1[C:31]([NH:32][C:4](=[O:6])[CH:3]([CH3:2])[CH2:7][CH2:8][N:9]2[CH2:13][CH2:12][CH2:11][CH2:10]2)=[N:27][NH:28][C:29]=1[C:34]1[CH:35]=[N:36][C:37]([CH3:40])=[CH:38][CH:39]=1.